From a dataset of Forward reaction prediction with 1.9M reactions from USPTO patents (1976-2016). Predict the product of the given reaction. Given the reactants C1(B(O)O)C=CC=CC=1.[CH:23]1(P([CH:23]2[CH2:28][CH2:27][CH2:26][CH2:25][CH2:24]2)[CH:23]2[CH2:28][CH2:27][CH2:26][CH2:25][CH2:24]2)[CH2:28][CH2:27][CH2:26][CH2:25][CH2:24]1.[O-]P([O-])([O-])=O.[K+].[K+].[K+].[CH2:37]([O:44][C:45]1[CH:50]=[C:49](I)[CH:48]=[C:47]([Cl:52])[N:46]=1)[C:38]1[CH:43]=[CH:42][CH:41]=[CH:40][CH:39]=1, predict the reaction product. The product is: [CH2:37]([O:44][C:45]1[CH:50]=[C:49]([C:23]2[CH:24]=[CH:25][CH:26]=[CH:27][CH:28]=2)[CH:48]=[C:47]([Cl:52])[N:46]=1)[C:38]1[CH:39]=[CH:40][CH:41]=[CH:42][CH:43]=1.